The task is: Predict the reaction yield, written as a fraction of the theoretical maximum amount of product (1.0 means a 100% yield; for example, 0.34 means a 34% yield).. This data is from Reaction yield outcomes from USPTO patents with 853,638 reactions. (1) The reactants are [CH3:1][C:2]1([CH3:22])[O:7][C:6](=[O:8])[NH:5][C:4]2[CH:9]=[CH:10][C:11]([C:13]3[CH:14]=[C:15]([CH:18]=[C:19]([F:21])[CH:20]=3)[C:16]#[N:17])=[CH:12][C:3]1=2.[H-].[Na+].Cl[CH2:26][O:27][CH3:28]. The catalyst is CN(C=O)C. The product is [F:21][C:19]1[CH:18]=[C:15]([CH:14]=[C:13]([C:11]2[CH:10]=[CH:9][C:4]3[N:5]([CH2:26][O:27][CH3:28])[C:6](=[O:8])[O:7][C:2]([CH3:22])([CH3:1])[C:3]=3[CH:12]=2)[CH:20]=1)[C:16]#[N:17]. The yield is 0.650. (2) The yield is 0.530. The product is [C:11]1([C:39]2[CH:44]=[CH:43][CH:42]=[CH:41][CH:40]=2)[C:12]([C:17]([N:19]2[CH2:23][C:22](=[O:24])[CH2:21][C@H:20]2[CH2:25][NH:26][C:27]([C:29]2[CH:30]=[CH:31][CH:32]=[C:33]3[C:38]=2[N:37]=[CH:36][CH:35]=[CH:34]3)=[O:28])=[O:18])=[CH:13][CH:14]=[CH:15][CH:16]=1. The reactants are C(Cl)(=O)C(Cl)=O.CS(C)=O.[C:11]1([C:39]2[CH:44]=[CH:43][CH:42]=[CH:41][CH:40]=2)[C:12]([C:17]([N:19]2[CH2:23][C@H:22]([OH:24])[CH2:21][C@H:20]2[CH2:25][NH:26][C:27]([C:29]2[CH:30]=[CH:31][CH:32]=[C:33]3[C:38]=2[N:37]=[CH:36][CH:35]=[CH:34]3)=[O:28])=[O:18])=[CH:13][CH:14]=[CH:15][CH:16]=1.CCN(CC)CC. The catalyst is C(Cl)Cl. (3) The reactants are Br[C:2]1[CH:3]=[N:4][C:5]([C:8]2[CH:13]=[CH:12][C:11]([CH2:14][C@H:15]([NH:19][C:20]([C:22]3[S:23][C:24]([C:27]([CH3:30])([CH3:29])[CH3:28])=[CH:25][CH:26]=3)=[O:21])[C:16]([OH:18])=[O:17])=[CH:10][CH:9]=2)=[N:6][CH:7]=1.[F:31][C:32]([F:50])([F:49])[O:33][C:34]1[CH:39]=[CH:38][C:37]([C:40]2[CH:45]=[CH:44][C:43](B(O)O)=[CH:42][CH:41]=2)=[CH:36][CH:35]=1.C([O-])(O)=O.[Na+]. The catalyst is O1CCOCC1. The product is [C:27]([C:24]1[S:23][C:22]([C:20]([NH:19][C@@H:15]([CH2:14][C:11]2[CH:12]=[CH:13][C:8]([C:5]3[N:4]=[CH:3][C:2]([C:43]4[CH:42]=[CH:41][C:40]([C:37]5[CH:38]=[CH:39][C:34]([O:33][C:32]([F:31])([F:49])[F:50])=[CH:35][CH:36]=5)=[CH:45][CH:44]=4)=[CH:7][N:6]=3)=[CH:9][CH:10]=2)[C:16]([OH:18])=[O:17])=[O:21])=[CH:26][CH:25]=1)([CH3:30])([CH3:29])[CH3:28]. The yield is 0.500. (4) The reactants are [CH3:1][O:2][C:3](=[O:44])[CH2:4][C@H:5]([OH:43])[CH2:6][C@H:7]([OH:42])[CH:8]=[CH:9][C:10]1[N:11]([CH:39]([CH3:41])[CH3:40])[C:12]([C:28](=[O:38])[NH:29][CH2:30][C:31]2[CH:36]=[CH:35][C:34]([F:37])=[CH:33][CH:32]=2)=[C:13]([C:22]2[CH:27]=[CH:26][CH:25]=[CH:24][CH:23]=2)[C:14]=1[C:15]1[CH:20]=[CH:19][C:18]([F:21])=[CH:17][CH:16]=1. The catalyst is C(O)C.[Pd]. The product is [CH3:1][O:2][C:3](=[O:44])[CH2:4][C@H:5]([OH:43])[CH2:6][C@H:7]([OH:42])[CH2:8][CH2:9][C:10]1[N:11]([CH:39]([CH3:41])[CH3:40])[C:12]([C:28](=[O:38])[NH:29][CH2:30][C:31]2[CH:36]=[CH:35][C:34]([F:37])=[CH:33][CH:32]=2)=[C:13]([C:22]2[CH:27]=[CH:26][CH:25]=[CH:24][CH:23]=2)[C:14]=1[C:15]1[CH:16]=[CH:17][C:18]([F:21])=[CH:19][CH:20]=1. The yield is 1.00. (5) The reactants are [OH-].[Na+].[F:3][C:4]([CH3:33])([CH3:32])[CH2:5][N:6]1[C@H:18]([CH3:19])[CH2:17][C:16]2[C:15]3[C:10](=[CH:11][CH:12]=[CH:13][CH:14]=3)[NH:9][C:8]=2[C@H:7]1[C:20]1[CH:25]=[CH:24][C:23](/[CH:26]=[CH:27]/[C:28]([O:30]C)=[O:29])=[CH:22][CH:21]=1. The catalyst is CO. The product is [F:3][C:4]([CH3:32])([CH3:33])[CH2:5][N:6]1[C@H:18]([CH3:19])[CH2:17][C:16]2[C:15]3[C:10](=[CH:11][CH:12]=[CH:13][CH:14]=3)[NH:9][C:8]=2[C@H:7]1[C:20]1[CH:21]=[CH:22][C:23](/[CH:26]=[CH:27]/[C:28]([OH:30])=[O:29])=[CH:24][CH:25]=1. The yield is 0.210. (6) The reactants are [C:1]([O:5][C:6]([N:8]1[CH2:13][CH2:12][C:11]([NH2:16])([C:14]#[N:15])[CH2:10][CH2:9]1)=[O:7])([CH3:4])([CH3:3])[CH3:2].F[P-](F)(F)(F)(F)F.N1(O[P+](N(C)C)(N(C)C)N(C)C)C2C=CC=CC=2N=N1.[CH3:44][C:45]1[CH:46]=[N:47][CH:48]=[C:49]([CH:53]=1)[C:50](O)=[O:51]. The catalyst is C1COCC1.C(N(C(C)C)C(C)C)C. The product is [C:1]([O:5][C:6]([N:8]1[CH2:9][CH2:10][C:11]([C:14]#[N:15])([NH:16][C:50]([C:49]2[CH:48]=[N:47][CH:46]=[C:45]([CH3:44])[CH:53]=2)=[O:51])[CH2:12][CH2:13]1)=[O:7])([CH3:4])([CH3:2])[CH3:3]. The yield is 0.650. (7) The reactants are [NH2:1][C:2]1[CH:7]=[CH:6][CH:5]=[CH:4][N:3]=1.CCN=C=NCCCN(C)C.Cl.[F:20][C:21]([F:29])([F:28])[C:22]([F:27])([F:26])[C:23](O)=[O:24]. The catalyst is ClCCl.CN(C1C=CN=CC=1)C. The product is [F:26][C:22]([F:27])([C:21]([F:29])([F:28])[F:20])[C:23]([N:1]=[C:2]1[CH:7]=[CH:6][CH:5]=[CH:4][NH:3]1)=[O:24]. The yield is 0.110.